Dataset: Full USPTO retrosynthesis dataset with 1.9M reactions from patents (1976-2016). Task: Predict the reactants needed to synthesize the given product. (1) Given the product [OH:49][C:37]1[C:36]([C:2]2[C:7]([CH2:8][C:9]3([CH2:12][O:13][C:14]4[CH:19]=[CH:18][C:17]([O:20][CH3:21])=[CH:16][CH:15]=4)[CH2:11][CH2:10]3)=[C:6]([CH3:22])[N:5]=[C:4]([O:23][CH3:24])[C:3]=2[CH:25]([CH3:27])[CH3:26])=[C:35]([CH:42]=[C:41]([CH3:43])[CH:40]=1)[C:33]#[N:34], predict the reactants needed to synthesize it. The reactants are: Br[C:2]1[C:7]([CH2:8][C:9]2([CH2:12][O:13][C:14]3[CH:19]=[CH:18][C:17]([O:20][CH3:21])=[CH:16][CH:15]=3)[CH2:11][CH2:10]2)=[C:6]([CH3:22])[N:5]=[C:4]([O:23][CH3:24])[C:3]=1[CH:25]([CH3:27])[CH3:26].C([Li])CCC.[C:33]([C:35]1[CH:36]=[C:37]([CH:40]=[C:41]([CH3:43])[CH:42]=1)C=O)#[N:34].[NH4+].[Cl-].C1C[O:49]CC1. (2) Given the product [CH2:34]([N:31]1[C:26]2=[N:27][C:28]([CH2:29][CH3:30])=[C:23]([CH2:22][NH:21][C:19]([C:15]3[CH:16]=[CH:17][CH:18]=[C:13]([C:11]([NH:10][CH2:9][C:4]4[CH:3]=[C:2]([C:55]5[CH:56]=[CH:51][CH:52]=[C:53]([CH2:57][CH:58]6[CH2:63][CH2:62][NH:61][CH2:60][CH2:59]6)[CH:54]=5)[C:7]([F:8])=[CH:6][CH:5]=4)=[O:12])[CH:14]=3)=[O:20])[C:24]([NH:36][CH:37]3[CH2:42][CH2:41][O:40][CH2:39][CH2:38]3)=[C:25]2[CH:33]=[N:32]1)[CH3:35], predict the reactants needed to synthesize it. The reactants are: Br[C:2]1[CH:3]=[C:4]([CH2:9][NH:10][C:11]([C:13]2[CH:18]=[CH:17][CH:16]=[C:15]([C:19]([NH:21][CH2:22][C:23]3[C:24]([NH:36][CH:37]4[CH2:42][CH2:41][O:40][CH2:39][CH2:38]4)=[C:25]4[CH:33]=[N:32][N:31]([CH2:34][CH3:35])[C:26]4=[N:27][C:28]=3[CH2:29][CH3:30])=[O:20])[CH:14]=2)=[O:12])[CH:5]=[CH:6][C:7]=1[F:8].CC1(C)C(C)(C)OB([C:51]2[CH:52]=[C:53]([CH2:57][CH:58]3[CH2:63][CH2:62][N:61](C(OC(C)(C)C)=O)[CH2:60][CH2:59]3)[CH:54]=[CH:55][CH:56]=2)O1.C([O-])([O-])=O.[K+].[K+]. (3) Given the product [CH3:35][N:36]([CH3:37])[CH:2]([CH3:34])[C:3]([NH:5][C:6]1[CH:14]=[CH:13][CH:12]=[C:11]2[C:7]=1[C:8](=[O:33])[N:9]([CH:16]([C:22]1[CH:27]=[CH:26][C:25]([O:28][CH3:29])=[C:24]([O:30][CH2:31][CH3:32])[CH:23]=1)[CH2:17][S:18]([CH3:21])(=[O:20])=[O:19])[C:10]2=[O:15])=[O:4].[ClH:40], predict the reactants needed to synthesize it. The reactants are: Br[CH:2]([CH3:34])[C:3]([NH:5][C:6]1[CH:14]=[CH:13][CH:12]=[C:11]2[C:7]=1[C:8](=[O:33])[N:9]([CH:16]([C:22]1[CH:27]=[CH:26][C:25]([O:28][CH3:29])=[C:24]([O:30][CH2:31][CH3:32])[CH:23]=1)[CH2:17][S:18]([CH3:21])(=[O:20])=[O:19])[C:10]2=[O:15])=[O:4].[CH3:35][NH:36][CH3:37].CO.[ClH:40].CCOCC. (4) Given the product [CH2:28]([N:8]1[C:9]2[C:4](=[CH:3][C:2]([F:1])=[CH:11][N:10]=2)[C:5]([N:15]2[CH2:20][CH2:19][N:18]([C:21]([C:23]3[O:24][CH:25]=[CH:26][CH:27]=3)=[O:22])[CH2:17][CH2:16]2)=[C:6]([C:13]#[N:14])[C:7]1=[O:12])[C:29]1[CH:34]=[CH:33][CH:32]=[CH:31][CH:30]=1, predict the reactants needed to synthesize it. The reactants are: [F:1][C:2]1[CH:3]=[C:4]2[C:9](=[N:10][CH:11]=1)[NH:8][C:7](=[O:12])[C:6]([C:13]#[N:14])=[C:5]2[N:15]1[CH2:20][CH2:19][N:18]([C:21]([C:23]2[O:24][CH:25]=[CH:26][CH:27]=2)=[O:22])[CH2:17][CH2:16]1.[CH2:28](Br)[C:29]1[CH:34]=[CH:33][CH:32]=[CH:31][CH:30]=1. (5) Given the product [CH3:2][O:3][C:4]1[CH:5]=[C:6]([C:12]2[C:13]([CH3:25])([CH3:24])[C:14](=[O:23])[N:15]([CH:17]3[CH2:22][CH2:21][N:20]([C:37]([C:28]4[C:29]5[C:34](=[CH:33][CH:32]=[CH:31][CH:30]=5)[CH:35]=[CH:36][C:27]=4[CH3:26])=[O:38])[CH2:19][CH2:18]3)[N:16]=2)[CH:7]=[CH:8][C:9]=1[O:10][CH3:11], predict the reactants needed to synthesize it. The reactants are: Cl.[CH3:2][O:3][C:4]1[CH:5]=[C:6]([C:12]2[C:13]([CH3:25])([CH3:24])[C:14](=[O:23])[N:15]([CH:17]3[CH2:22][CH2:21][NH:20][CH2:19][CH2:18]3)[N:16]=2)[CH:7]=[CH:8][C:9]=1[O:10][CH3:11].[CH3:26][C:27]1[CH:36]=[CH:35][C:34]2[C:29](=[CH:30][CH:31]=[CH:32][CH:33]=2)[C:28]=1[C:37](O)=[O:38]. (6) Given the product [CH2:1]([C:8]1[S:12][C:11]([C:13]2[CH:18]=[C:17]([F:19])[CH:16]=[CH:15][C:14]=2[F:20])=[N:10][C:9]=1[C@H:21]([NH:26][CH2:47][C@H:46]1[C@@H:42]([F:41])[CH2:43][N:44]([C:49]([O:51][CH2:52][C:53]2[CH:58]=[CH:57][CH:56]=[CH:55][CH:54]=2)=[O:50])[CH2:45]1)[C:22]([CH3:23])([CH3:25])[CH3:24])[C:2]1[CH:3]=[CH:4][CH:5]=[CH:6][CH:7]=1, predict the reactants needed to synthesize it. The reactants are: [CH2:1]([C:8]1[S:12][C:11]([C:13]2[CH:18]=[C:17]([F:19])[CH:16]=[CH:15][C:14]=2[F:20])=[N:10][C:9]=1[C@H:21]([NH2:26])[C:22]([CH3:25])([CH3:24])[CH3:23])[C:2]1[CH:7]=[CH:6][CH:5]=[CH:4][CH:3]=1.[BH-](OC(C)=O)(OC(C)=O)OC(C)=O.[Na+].[F:41][C@@H:42]1[C@H:46]([CH:47]=O)[CH2:45][N:44]([C:49]([O:51][CH2:52][C:53]2[CH:58]=[CH:57][CH:56]=[CH:55][CH:54]=2)=[O:50])[CH2:43]1. (7) The reactants are: C(OC([N:6]1[C:15]2[C:10](=[N:11][C:12]([O:16][CH3:17])=[CH:13][CH:14]=2)[C@@H:9]([NH:18][C:19]2[N:24]=[C:23]([CH2:25][C:26]3[CH:31]=[C:30]([C:32]([F:35])([F:34])[F:33])[CH:29]=[C:28]([C:36]([F:39])([F:38])[F:37])[CH:27]=3)[C:22]([N:40]3[CH2:45][CH2:44][O:43][CH2:42][CH2:41]3)=[CH:21][N:20]=2)[CH2:8][C@H:7]1[CH2:46][CH3:47])=O)C.[OH-].[Na+]. Given the product [F:35][C:32]([F:33])([F:34])[C:30]1[CH:31]=[C:26]([CH:27]=[C:28]([C:36]([F:37])([F:38])[F:39])[CH:29]=1)[CH2:25][C:23]1[C:22]([N:40]2[CH2:41][CH2:42][O:43][CH2:44][CH2:45]2)=[CH:21][N:20]=[C:19]([NH:18][C@@H:9]2[C:10]3[C:15](=[CH:14][CH:13]=[C:12]([O:16][CH3:17])[N:11]=3)[NH:6][C@H:7]([CH2:46][CH3:47])[CH2:8]2)[N:24]=1, predict the reactants needed to synthesize it. (8) Given the product [OH:1][C:2]1([C:5]([N:26]2[CH2:25][CH2:24][N:23]([C:21]([C:18]3[CH:17]=[CH:16][C:15]([N:14]4[C:13]5[CH:29]=[CH:30][CH:31]=[CH:32][C:12]=5[N:11]=[C:10]4[CH3:9])=[CH:20][CH:19]=3)=[O:22])[CH2:28][CH2:27]2)=[O:7])[CH2:4][CH2:3]1, predict the reactants needed to synthesize it. The reactants are: [OH:1][C:2]1([C:5]([OH:7])=O)[CH2:4][CH2:3]1.Cl.[CH3:9][C:10]1[N:14]([C:15]2[CH:20]=[CH:19][C:18]([C:21]([N:23]3[CH2:28][CH2:27][NH:26][CH2:25][CH2:24]3)=[O:22])=[CH:17][CH:16]=2)[C:13]2[CH:29]=[CH:30][CH:31]=[CH:32][C:12]=2[N:11]=1.CN(C(ON1N=NC2C=CC=CC1=2)=[N+](C)C)C.F[P-](F)(F)(F)(F)F.CCN(C(C)C)C(C)C.